Dataset: Reaction yield outcomes from USPTO patents with 853,638 reactions. Task: Predict the reaction yield, written as a fraction of the theoretical maximum amount of product (1.0 means a 100% yield; for example, 0.34 means a 34% yield). (1) The reactants are C(O)(C(F)(F)F)=O.[CH2:8]([O:52][CH:53]1[C@H:57]2[C@H:58](OC3CCCCO3)[N:59](C(OC(C)(C)C)=O)[C:60]3[CH:67]=[C:66]([O:68][CH3:69])[CH:65]=[CH:64][C:61]=3[C:62](=[O:63])[N:56]2[CH2:55][CH2:54]1)[CH2:9][CH2:10][CH2:11][CH2:12][CH2:13][CH2:14][CH2:15][CH2:16][CH2:17][CH2:18][CH2:19][O:20][CH:21]1[C@H:25]2[C@H:26](OC3CCCCO3)[N:27](C(OC(C)(C)C)=O)[C:28]3[CH:35]=[C:34]([O:36][CH3:37])[CH:33]=[CH:32][C:29]=3[C:30](=[O:31])[N:24]2[CH2:23][CH2:22]1.C([O-])(O)=O.[Na+]. The catalyst is CO.C(Cl)(Cl)Cl. The product is [CH2:19]([O:20][CH:21]1[C@@H:25]2[CH:26]=[N:27][C:28]3[CH:35]=[C:34]([O:36][CH3:37])[CH:33]=[CH:32][C:29]=3[C:30](=[O:31])[N:24]2[CH2:23][CH2:22]1)[CH2:18][CH2:17][CH2:16][CH2:15][CH2:14][CH2:13][CH2:12][CH2:11][CH2:10][CH2:9][CH2:8][O:52][CH:53]1[C@@H:57]2[CH:58]=[N:59][C:60]3[CH:67]=[C:66]([O:68][CH3:69])[CH:65]=[CH:64][C:61]=3[C:62](=[O:63])[N:56]2[CH2:55][CH2:54]1. The yield is 0.850. (2) The reactants are [F:1][C:2]1[C:3]([OH:22])=[CH:4][CH:5]=[C:6]2[C:10]=1[C:9](=[O:11])[N:8]([CH2:12][C@H:13]1[CH2:18][CH2:17][C@H:16]([C:19]([OH:21])=[O:20])[CH2:15][CH2:14]1)[CH2:7]2.C(=O)([O-])[O-].[Cs+].[Cs+].[CH2:29](Br)[C:30]1[CH:35]=[CH:34][CH:33]=[CH:32][CH:31]=1.[OH-].[Na+]. The catalyst is CN(C=O)C.CC#N.CCO. The product is [CH2:29]([O:22][C:3]1[C:2]([F:1])=[C:10]2[C:6]([CH2:7][N:8]([CH2:12][C@H:13]3[CH2:14][CH2:15][C@H:16]([C:19]([OH:21])=[O:20])[CH2:17][CH2:18]3)[C:9]2=[O:11])=[CH:5][CH:4]=1)[C:30]1[CH:35]=[CH:34][CH:33]=[CH:32][CH:31]=1. The yield is 0.470. (3) The reactants are C(N(CC)CC)C.[NH2:8][CH2:9][C:10]1[C:18]2[S:17](=[O:20])(=[O:19])[N:16]=[C:15]([C:21]3[C:22](=[O:37])[N:23]([NH:32][CH2:33][CH:34]4[CH2:36][CH2:35]4)[C:24]4[C:29]([C:30]=3[OH:31])=[CH:28][CH:27]=[CH:26][CH:25]=4)[NH:14][C:13]=2[S:12][CH:11]=1.[CH3:38][S:39](Cl)(=[O:41])=[O:40]. The catalyst is CN(C)C=O. The product is [CH:34]1([CH2:33][NH:32][N:23]2[C:24]3[C:29](=[CH:28][CH:27]=[CH:26][CH:25]=3)[C:30]([OH:31])=[C:21]([C:15]3[NH:14][C:13]4[S:12][CH:11]=[C:10]([CH2:9][NH:8][S:39]([CH3:38])(=[O:41])=[O:40])[C:18]=4[S:17](=[O:19])(=[O:20])[N:16]=3)[C:22]2=[O:37])[CH2:35][CH2:36]1. The yield is 0.490. (4) The reactants are C(O)(C(F)(F)F)=O.[CH2:8]([O:49][CH:50]1[C@H:54]2[C@H:55](OC3CCCCO3)[N:56](C(OC(C)(C)C)=O)[C:57]3[CH:64]=[C:63]([O:65][CH3:66])[CH:62]=[CH:61][C:58]=3[C:59](=[O:60])[N:53]2[CH2:52][CH2:51]1)[CH2:9][CH2:10][CH2:11][CH2:12][CH2:13][CH2:14][CH2:15][CH2:16][O:17][CH:18]1[C@H:22]2[C@H:23](OC3CCCCO3)[N:24](C(OC(C)(C)C)=O)[C:25]3[CH:32]=[C:31]([O:33][CH3:34])[CH:30]=[CH:29][C:26]=3[C:27](=[O:28])[N:21]2[CH2:20][CH2:19]1.C([O-])(O)=O.[Na+]. The catalyst is CO.C(Cl)(Cl)Cl. The product is [CH2:16]([O:17][CH:18]1[C@@H:22]2[CH:23]=[N:24][C:25]3[CH:32]=[C:31]([O:33][CH3:34])[CH:30]=[CH:29][C:26]=3[C:27](=[O:28])[N:21]2[CH2:20][CH2:19]1)[CH2:15][CH2:14][CH2:13][CH2:12][CH2:11][CH2:10][CH2:9][CH2:8][O:49][CH:50]1[C@@H:54]2[CH:55]=[N:56][C:57]3[CH:64]=[C:63]([O:65][CH3:66])[CH:62]=[CH:61][C:58]=3[C:59](=[O:60])[N:53]2[CH2:52][CH2:51]1. The yield is 0.880. (5) The yield is 0.210. The reactants are [C:1]([CH2:4][CH2:5][C:6]1[C:7]([CH3:26])=[C:8](C(O)=O)[NH:9][C:10]=1[CH:11]=[C:12]1[C:20]2[C:15](=[CH:16][C:17]([Cl:21])=[CH:18][CH:19]=2)[NH:14][C:13]1=[O:22])([OH:3])=[O:2].[OH-].[K+].O.Cl. The catalyst is C(O)CO.C(O)(=O)C. The product is [Cl:21][C:17]1[CH:16]=[C:15]2[C:20]([C:12](=[CH:11][C:10]3[NH:9][CH:8]=[C:7]([CH3:26])[C:6]=3[CH2:5][CH2:4][C:1]([OH:3])=[O:2])[C:13](=[O:22])[NH:14]2)=[CH:19][CH:18]=1. (6) The reactants are [CH3:1][N:2]([CH3:13])[C:3]1[CH:8]=[CH:7][C:6](I)=[CH:5][C:4]=1[O:10][CH2:11][CH3:12].O.[CH3:15][N:16](C=O)C. The catalyst is [C-]#N.[Zn+2].[C-]#N.C1C=CC([P]([Pd]([P](C2C=CC=CC=2)(C2C=CC=CC=2)C2C=CC=CC=2)([P](C2C=CC=CC=2)(C2C=CC=CC=2)C2C=CC=CC=2)[P](C2C=CC=CC=2)(C2C=CC=CC=2)C2C=CC=CC=2)(C2C=CC=CC=2)C2C=CC=CC=2)=CC=1. The product is [CH3:1][N:2]([CH3:13])[C:3]1[CH:8]=[CH:7][C:6]([C:15]#[N:16])=[CH:5][C:4]=1[O:10][CH2:11][CH3:12]. The yield is 0.380. (7) The reactants are [CH3:1][C:2]1[C:7]([CH2:8][C:9]2[CH:14]=[CH:13][CH:12]=[C:11]([C:15]([F:18])([F:17])[F:16])[CH:10]=2)=[C:6]([CH3:19])[N:5]2[N:20]=[CH:21][C:22]([C:23]([OH:25])=O)=[C:4]2[N:3]=1.[CH3:26][O:27][CH2:28][CH2:29][CH2:30][NH2:31]. No catalyst specified. The product is [CH3:26][O:27][CH2:28][CH2:29][CH2:30][NH:31][C:23]([C:22]1[CH:21]=[N:20][N:5]2[C:6]([CH3:19])=[C:7]([CH2:8][C:9]3[CH:14]=[CH:13][CH:12]=[C:11]([C:15]([F:17])([F:18])[F:16])[CH:10]=3)[C:2]([CH3:1])=[N:3][C:4]=12)=[O:25]. The yield is 0.270. (8) The reactants are [CH3:1][N:2]1[C:6](=O)[CH:5]=[C:4]([CH3:8])[NH:3]1.O=P(Cl)(Cl)[Cl:11].CN([CH:17]=[O:18])C.C(=O)(O)[O-].[Na+]. No catalyst specified. The product is [Cl:11][C:6]1[N:2]([CH3:1])[N:3]=[C:4]([CH3:8])[C:5]=1[CH:17]=[O:18]. The yield is 0.620. (9) The reactants are [C:1]([N:5]1[C:9](=[O:10])[C:8](Cl)=[C:7]([C:12]2[CH:17]=[CH:16][CH:15]=[CH:14][CH:13]=2)[S:6]1(=[O:19])=[O:18])([CH3:4])([CH3:3])[CH3:2].[CH:20]([NH2:23])([CH3:22])[CH3:21]. The catalyst is CN(C=O)C. The product is [C:1]([N:5]1[C:9](=[O:10])[C:8]([NH:23][CH:20]([CH3:22])[CH3:21])=[C:7]([C:12]2[CH:17]=[CH:16][CH:15]=[CH:14][CH:13]=2)[S:6]1(=[O:19])=[O:18])([CH3:4])([CH3:3])[CH3:2]. The yield is 0.580. (10) The reactants are C[O:2][C:3]1[CH:12]=[C:11]2[C:6]([CH:7]=[CH:8][CH:9]=[N:10]2)=[CH:5][C:4]=1[N+:13]([O-:15])=[O:14].Cl.N1C=CC=CC=1. The catalyst is [OH-].[Na+]. The product is [N+:13]([C:4]1[CH:5]=[C:6]2[C:11](=[CH:12][C:3]=1[OH:2])[N:10]=[CH:9][CH:8]=[CH:7]2)([O-:15])=[O:14]. The yield is 0.690.